Dataset: Full USPTO retrosynthesis dataset with 1.9M reactions from patents (1976-2016). Task: Predict the reactants needed to synthesize the given product. (1) The reactants are: [F:1][C:2]1[CH:7]=[CH:6][C:5]([F:8])=[CH:4][C:3]=1[S:9]([NH:12][C:13]1[CH:18]=[CH:17][CH:16]=[C:15]([C:19]2[C:23]([C:24]3[CH:29]=[CH:28][N:27]=[C:26]4[NH:30][CH:31]=[CH:32][C:25]=34)=[CH:22][N:21]([CH:33]3[CH2:38][CH2:37][NH:36][CH2:35][CH2:34]3)[N:20]=2)[C:14]=1[F:39])(=[O:11])=[O:10].CO.[C:42](O)(=O)C.C([BH3-])#N.[Na+]. Given the product [F:1][C:2]1[CH:7]=[CH:6][C:5]([F:8])=[CH:4][C:3]=1[S:9]([NH:12][C:13]1[CH:18]=[CH:17][CH:16]=[C:15]([C:19]2[C:23]([C:24]3[CH:29]=[CH:28][N:27]=[C:26]4[NH:30][CH:31]=[CH:32][C:25]=34)=[CH:22][N:21]([CH:33]3[CH2:34][CH2:35][N:36]([CH3:42])[CH2:37][CH2:38]3)[N:20]=2)[C:14]=1[F:39])(=[O:10])=[O:11], predict the reactants needed to synthesize it. (2) Given the product [Br:15][C:16]1[CH:21]=[C:20]([N:6]2[C:7]3[C:3](=[C:2]([Cl:1])[CH:10]=[CH:9][CH:8]=3)[C:4]([C:11]([O:13][CH3:14])=[O:12])=[N:5]2)[CH:19]=[CH:18][CH:17]=1, predict the reactants needed to synthesize it. The reactants are: [Cl:1][C:2]1[CH:10]=[CH:9][CH:8]=[C:7]2[C:3]=1[C:4]([C:11]([O:13][CH3:14])=[O:12])=[N:5][NH:6]2.[Br:15][C:16]1[CH:17]=[C:18](B(O)O)[CH:19]=[CH:20][CH:21]=1. (3) Given the product [C:1]([O:4][C:5]1[CH:13]=[CH:12][CH:11]=[C:7]([C:8]([NH:19][C:18]2[CH:20]=[CH:21][CH:22]=[C:16]([C:15]([F:14])([F:23])[F:24])[CH:17]=2)=[O:10])[CH:6]=1)(=[O:3])[CH3:2], predict the reactants needed to synthesize it. The reactants are: [C:1]([O:4][C:5]1[CH:6]=[C:7]([CH:11]=[CH:12][CH:13]=1)[C:8]([OH:10])=O)(=[O:3])[CH3:2].[F:14][C:15]([F:24])([F:23])[C:16]1[CH:17]=[C:18]([CH:20]=[CH:21][CH:22]=1)[NH2:19].C(N(C(C)C)C(C)C)C. (4) The reactants are: C(N(C(C)C)CC)(C)C.[CH2:10]([C:14]1[CH:19]=[C:18](Cl)[N:17]=[C:16]([Cl:21])[N:15]=1)[CH2:11][CH2:12][CH3:13].[CH3:22][NH:23][C@H:24]1[CH2:28][CH2:27][NH:26][CH2:25]1.[C:40]([O:39][C:37](O[C:37]([O:39][C:40]([CH3:43])([CH3:42])[CH3:41])=[O:38])=[O:38])([CH3:43])([CH3:42])[CH3:41]. Given the product [CH2:10]([C:14]1[N:15]=[C:16]([Cl:21])[N:17]=[C:18]([N:26]2[CH2:27][CH2:28][C@H:24]([N:23]([CH3:22])[C:37](=[O:38])[O:39][C:40]([CH3:41])([CH3:42])[CH3:43])[CH2:25]2)[CH:19]=1)[CH2:11][CH2:12][CH3:13], predict the reactants needed to synthesize it. (5) Given the product [Br:12][C:13]1[CH:21]=[CH:20][C:16]([C:17]([N:6]2[CH2:7][CH2:8][C@:5]2([CH3:9])[C:3]([OH:2])=[O:4])=[O:18])=[CH:15][CH:14]=1, predict the reactants needed to synthesize it. The reactants are: C[O:2][C:3]([C@@:5]1([CH3:9])[CH2:8][CH2:7][NH:6]1)=[O:4].[OH-].[Na+].[Br:12][C:13]1[CH:21]=[CH:20][C:16]([C:17](Cl)=[O:18])=[CH:15][CH:14]=1.C(O)(=O)C. (6) Given the product [CH3:44][C:41]([CH3:42])([CH3:43])[C:31](=[O:34])[CH2:32][NH:1][C@H:2]1[CH2:3][CH2:4][C@H:5]([CH2:8][NH:9][C:10](=[O:25])[C:11]2[CH:16]=[C:15]([C:17]([F:19])([F:20])[F:18])[CH:14]=[C:13]([C:21]([F:22])([F:23])[F:24])[CH:12]=2)[CH2:6][CH2:7]1, predict the reactants needed to synthesize it. The reactants are: [NH2:1][C@H:2]1[CH2:7][CH2:6][C@H:5]([CH2:8][NH:9][C:10](=[O:25])[C:11]2[CH:16]=[C:15]([C:17]([F:20])([F:19])[F:18])[CH:14]=[C:13]([C:21]([F:24])([F:23])[F:22])[CH:12]=2)[CH2:4][CH2:3]1.C(N[C:31](=[O:34])[CH2:32]Cl)(C)(C)C.CCN([CH:41]([CH3:43])[CH3:42])C(C)C.[CH3:44]N(C=O)C. (7) Given the product [C:4]([O:39][C:37](=[O:38])[CH2:36][C:3]([C:4]1[CH:9]=[CH:8][CH:7]=[C:6]([C:10]2[CH:15]=[C:14]([CH3:16])[N:13]=[C:12]([N:17]([CH3:18])[CH3:19])[N:11]=2)[CH:5]=1)=[O:20])([CH3:9])([CH3:5])[CH3:3], predict the reactants needed to synthesize it. The reactants are: CO[C:3](=[O:20])[C:4]1[CH:9]=[CH:8][CH:7]=[C:6]([C:10]2[CH:15]=[C:14]([CH3:16])[N:13]=[C:12]([N:17]([CH3:19])[CH3:18])[N:11]=2)[CH:5]=1.[H-].[Na+].Cl.CNC(N)=N.O=C(C)CC(C1C=[C:36](C=CC=1)[C:37]([OH:39])=[O:38])=O. (8) Given the product [CH3:19][N:18]([CH3:21])[CH2:15][C:16]([N:8]1[C:9]2[C:5](=[CH:4][C:3]([O:2][CH3:1])=[C:11]([N+:12]([O-:14])=[O:13])[CH:10]=2)[CH2:6][CH2:7]1)=[O:27], predict the reactants needed to synthesize it. The reactants are: [CH3:1][O:2][C:3]1[CH:4]=[C:5]2[C:9](=[CH:10][C:11]=1[N+:12]([O-:14])=[O:13])[NH:8][CH2:7][CH2:6]2.[CH:15]([N:18]([CH:21](C)C)[CH2:19]C)(C)[CH3:16].BrCC(Cl)=[O:27].CNC.O1CCCC1. (9) Given the product [CH2:1]([O:5][CH2:6][CH2:7][O:8][C:9]1[CH:10]=[CH:11][C:12]([C:15]2[CH:20]=[CH:19][C:18]([N:21]3[CH2:25][CH2:24][CH2:23][CH:22]3[CH3:26])=[C:17](/[CH:27]=[C:28](\[CH3:32])/[C:29]([NH:59][C:58]3[CH:57]=[CH:56][C:55]([S@:53]([CH2:52][C:51]4[N:47]([CH2:44][CH2:45][CH3:46])[CH:48]=[N:49][CH:50]=4)=[O:54])=[CH:61][CH:60]=3)=[O:30])[CH:16]=2)=[CH:13][CH:14]=1)[CH2:2][CH2:3][CH3:4], predict the reactants needed to synthesize it. The reactants are: [CH2:1]([O:5][CH2:6][CH2:7][O:8][C:9]1[CH:14]=[CH:13][C:12]([C:15]2[CH:20]=[CH:19][C:18]([N:21]3[CH2:25][CH2:24][CH2:23][CH:22]3[CH3:26])=[C:17](/[CH:27]=[C:28](\[CH3:32])/[C:29](O)=[O:30])[CH:16]=2)=[CH:11][CH:10]=1)[CH2:2][CH2:3][CH3:4].CN(C=O)C.C(Cl)(=O)C(Cl)=O.[CH2:44]([N:47]1[C:51]([CH2:52][S@@:53]([C:55]2[CH:61]=[CH:60][C:58]([NH2:59])=[CH:57][CH:56]=2)=[O:54])=[CH:50][N:49]=[CH:48]1)[CH2:45][CH3:46].